This data is from Reaction yield outcomes from USPTO patents with 853,638 reactions. The task is: Predict the reaction yield, written as a fraction of the theoretical maximum amount of product (1.0 means a 100% yield; for example, 0.34 means a 34% yield). (1) The reactants are Cl[C:2]1[CH:11]=[C:10]2[C:5]([CH:6]=[C:7]([C:13]3[CH:14]=[CH:15][C:16]([F:20])=[C:17]([CH:19]=3)[NH2:18])[C:8]([CH3:12])=[N:9]2)=[CH:4][N:3]=1.[CH3:21][O:22][C:23]1[CH:31]=[CH:30][C:26]([CH2:27][NH:28][CH3:29])=[CH:25][CH:24]=1.CCN(C(C)C)C(C)C. The catalyst is CN1C(=O)CCC1.CCOC(C)=O. The product is [NH2:18][C:17]1[CH:19]=[C:13]([C:7]2[C:8]([CH3:12])=[N:9][C:10]3[C:5]([CH:6]=2)=[CH:4][N:3]=[C:2]([N:28]([CH2:27][C:26]2[CH:30]=[CH:31][C:23]([O:22][CH3:21])=[CH:24][CH:25]=2)[CH3:29])[CH:11]=3)[CH:14]=[CH:15][C:16]=1[F:20]. The yield is 0.680. (2) The reactants are [NH2:1][C:2]1[N:7]2[C:8]3[N:23]=[CH:22][CH:21]=[CH:20][C:9]=3[C:10]([C:11]3[CH:16]=[CH:15][N:14]=[C:13]([S:17]([CH3:19])=[O:18])[N:12]=3)=[C:6]2[CH:5]=[CH:4][N:3]=1.C(Cl)Cl.[O-:27]S([O-])(=S)=O.[Na+].[Na+].C([O-])([O-])=O.[Na+].[Na+]. No catalyst specified. The product is [NH2:1][C:2]1[N:7]2[C:8]3[N:23]=[CH:22][CH:21]=[CH:20][C:9]=3[C:10]([C:11]3[CH:16]=[CH:15][N:14]=[C:13]([S:17]([CH3:19])(=[O:27])=[O:18])[N:12]=3)=[C:6]2[CH:5]=[CH:4][N:3]=1. The yield is 0.910. (3) The reactants are B(Br)(Br)Br.[F:5][C:6]1[C:11]([F:12])=[C:10]([F:13])[C:9]([F:14])=[C:8]([F:15])[C:7]=1[C:16]1[CH:21]=[C:20]([CH3:22])[CH:19]=[CH:18][C:17]=1[O:23]C. The catalyst is ClCCl. The product is [F:5][C:6]1[C:11]([F:12])=[C:10]([F:13])[C:9]([F:14])=[C:8]([F:15])[C:7]=1[C:16]1[C:17]([OH:23])=[CH:18][CH:19]=[C:20]([CH3:22])[CH:21]=1. The yield is 0.880. (4) The reactants are [Cl:1][C:2]1[CH:18]=[CH:17][CH:16]=[CH:15][C:3]=1[CH2:4][C:5]1[O:9][N:8]=[C:7]([C:10]([O:12]CC)=O)[N:6]=1.Cl.[Cl:20][C:21]1[CH:22]=[C:23]2[C:27](=[CH:28][CH:29]=1)[NH:26][CH:25]=[C:24]2[CH2:30][CH2:31][NH2:32].CN(C(ON1N=NC2C=CC=NC1=2)=[N+](C)C)C.F[P-](F)(F)(F)(F)F.C(N(CC)C(C)C)(C)C. The catalyst is C1COCC1.[OH-].[Na+].O.CN(C=O)C. The product is [Cl:20][C:21]1[CH:22]=[C:23]2[C:27](=[CH:28][CH:29]=1)[NH:26][CH:25]=[C:24]2[CH2:30][CH2:31][NH:32][C:10]([C:7]1[N:6]=[C:5]([CH2:4][C:3]2[CH:15]=[CH:16][CH:17]=[CH:18][C:2]=2[Cl:1])[O:9][N:8]=1)=[O:12]. The yield is 0.240. (5) The yield is 0.770. The catalyst is C(OCC)(=O)C.CO.[Pd]. The reactants are [C:1](#[N:8])[C:2]1[CH:7]=[CH:6][CH:5]=[CH:4][CH:3]=1.[CH:9]([O-:11])=O.[NH4+:12]. The product is [NH2:12][C:4]1[C:3]([O:11][CH3:9])=[C:2]([CH:7]=[C:6]([C:2]([CH3:7])([CH3:3])[CH3:1])[CH:5]=1)[C:1]#[N:8].